From a dataset of Forward reaction prediction with 1.9M reactions from USPTO patents (1976-2016). Predict the product of the given reaction. (1) Given the reactants [Li]CCCC.CN(C)S([N:11]1[CH:15]=[CH:14][N:13]=[C:12]1[CH2:16][N:17]1[CH2:22][CH2:21][O:20][CH2:19][CH2:18]1)(=O)=O.CN([CH:27]=[O:28])C.Cl.C([O-])(O)=O.[Na+], predict the reaction product. The product is: [O:20]1[CH2:21][CH2:22][N:17]([CH2:16][C:12]2[NH:13][C:14]([CH:27]=[O:28])=[CH:15][N:11]=2)[CH2:18][CH2:19]1. (2) Given the reactants [Cl:1][C:2]1[CH:3]=[CH:4][C:5]([S:31]([CH2:34][CH3:35])(=[O:33])=[O:32])=[C:6]([CH2:8][N:9]2[C:18](=[O:19])[C:17]3[C:12](=[C:13]([CH2:24][N:25]4[CH2:30][CH2:29][NH:28][CH2:27][CH2:26]4)[CH:14]=[C:15]([C:20]([F:23])([F:22])[F:21])[CH:16]=3)[N:11]=[CH:10]2)[CH:7]=1.[O:36]1[CH2:41][CH2:40][C:39](=O)[CH2:38][CH2:37]1, predict the reaction product. The product is: [Cl:1][C:2]1[CH:3]=[CH:4][C:5]([S:31]([CH2:34][CH3:35])(=[O:32])=[O:33])=[C:6]([CH2:8][N:9]2[C:18](=[O:19])[C:17]3[C:12](=[C:13]([CH2:24][N:25]4[CH2:26][CH2:27][N:28]([CH:39]5[CH2:40][CH2:41][O:36][CH2:37][CH2:38]5)[CH2:29][CH2:30]4)[CH:14]=[C:15]([C:20]([F:21])([F:23])[F:22])[CH:16]=3)[N:11]=[CH:10]2)[CH:7]=1.